This data is from Catalyst prediction with 721,799 reactions and 888 catalyst types from USPTO. The task is: Predict which catalyst facilitates the given reaction. (1) The catalyst class is: 9. Reactant: [Br:1][C:2]1[CH:7]=[C:6]([CH3:8])[C:5]([OH:9])=[C:4]([CH3:10])[CH:3]=1.[OH:11][C:12]([CH3:27])([CH3:26])[CH2:13][CH2:14]OS(C1C=CC(C)=CC=1)(=O)=O.C(=O)([O-])[O-].[K+].[K+].O. Product: [Br:1][C:2]1[CH:7]=[C:6]([CH3:8])[C:5]([O:9][CH2:14][CH2:13][C:12]([CH3:27])([OH:11])[CH3:26])=[C:4]([CH3:10])[CH:3]=1. (2) Reactant: [NH2:1][C:2]1[C:11]2[C:6](=[N:7][CH:8]=[CH:9][CH:10]=2)[N:5]([O:12][CH2:13][C:14]2[CH:19]=[CH:18][CH:17]=[CH:16][CH:15]=2)[C:4](=[O:20])[C:3]=1[C:21]([O-])=[O:22].[Na+].[CH3:25][N:26]([P+](ON1N=NC2C=CC=CC1=2)(N(C)C)N(C)C)C.F[P-](F)(F)(F)(F)F.CN.C1COCC1. Product: [NH2:1][C:2]1[C:11]2[C:6](=[N:7][CH:8]=[CH:9][CH:10]=2)[N:5]([O:12][CH2:13][C:14]2[CH:15]=[CH:16][CH:17]=[CH:18][CH:19]=2)[C:4](=[O:20])[C:3]=1[C:21]([NH:26][CH3:25])=[O:22]. The catalyst class is: 3. (3) Reactant: [O:1]=[C:2]1[NH:7][CH2:6][N:5]([C@H:8]2[CH2:13][CH2:12][C@H:11]([CH2:14][N:15]([CH2:23][C:24]([F:27])([F:26])[F:25])[C:16](=[O:22])[O:17][C:18]([CH3:21])([CH3:20])[CH3:19])[CH2:10][CH2:9]2)[C:4]2[C:28]3[CH:34]=[CH:33][N:32]([CH2:35][O:36][CH2:37][CH2:38][Si:39]([CH3:42])([CH3:41])[CH3:40])[C:29]=3[N:30]=[CH:31][C:3]1=2.[H-].[Na+].Br[CH2:46][CH2:47][O:48][CH3:49].O. Product: [CH3:49][O:48][CH2:47][CH2:46][N:7]1[C:2](=[O:1])[C:3]2[CH:31]=[N:30][C:29]3[N:32]([CH2:35][O:36][CH2:37][CH2:38][Si:39]([CH3:42])([CH3:41])[CH3:40])[CH:33]=[CH:34][C:28]=3[C:4]=2[N:5]([C@H:8]2[CH2:9][CH2:10][C@H:11]([CH2:14][N:15]([CH2:23][C:24]([F:25])([F:27])[F:26])[C:16](=[O:22])[O:17][C:18]([CH3:20])([CH3:21])[CH3:19])[CH2:12][CH2:13]2)[CH2:6]1. The catalyst class is: 9. (4) Reactant: [Br:1][C:2]1[CH:3]=[C:4]([C:7](Cl)=[O:8])[S:5][CH:6]=1.CC[N:12](C(C)C)C(C)C.[NH:19]1[CH2:24][CH2:23][O:22][CH2:21][CH2:20]1. Product: [Br:1][C:2]1[CH:3]=[C:4]([C:7]([NH:12][N:19]2[CH2:24][CH2:23][O:22][CH2:21][CH2:20]2)=[O:8])[S:5][CH:6]=1. The catalyst class is: 2. (5) Reactant: [NH2:1][C:2]1[S:3][CH:4]=[CH:5][N:6]=1.[Cl:7][C:8]1[CH:13]=[C:12](Cl)[N:11]=[C:10]([CH3:15])[N:9]=1.CC([O-])(C)C.[K+].O. Product: [Cl:7][C:8]1[N:9]=[C:10]([CH3:15])[N:11]=[C:12]([NH:1][C:2]2[S:3][CH:4]=[CH:5][N:6]=2)[CH:13]=1. The catalyst class is: 1. (6) Reactant: [NH:1]1[CH2:6][CH2:5][O:4][CH2:3][CH2:2]1.Cl.C(N=C=NCCCN(C)C)C.[CH3:19][O:20][C:21]1[C:22](=[O:49])[C:23]([CH3:48])=[C:24]([CH2:30][C:31]2[CH:39]=[CH:38][C:34]([C:35](O)=[O:36])=[C:33]([O:40][CH2:41][C:42]3[CH:47]=[CH:46][CH:45]=[CH:44][CH:43]=3)[CH:32]=2)[C:25](=[O:29])[C:26]=1[O:27][CH3:28]. Product: [CH3:19][O:20][C:21]1[C:22](=[O:49])[C:23]([CH3:48])=[C:24]([CH2:30][C:31]2[CH:39]=[CH:38][C:34]([C:35]([N:1]3[CH2:6][CH2:5][O:4][CH2:3][CH2:2]3)=[O:36])=[C:33]([O:40][CH2:41][C:42]3[CH:43]=[CH:44][CH:45]=[CH:46][CH:47]=3)[CH:32]=2)[C:25](=[O:29])[C:26]=1[O:27][CH3:28]. The catalyst class is: 2. (7) Reactant: Br[C:2]1[C:7]2[CH:8]=[C:9]([C:11]3[CH:16]=[CH:15][C:14]([O:17][CH3:18])=[CH:13][CH:12]=3)[O:10][C:6]=2[CH:5]=[CH:4][C:3]=1[O:19][CH3:20].[Cu][C:22]#[N:23]. Product: [CH3:20][O:19][C:3]1[C:2]([C:22]#[N:23])=[C:7]2[CH:8]=[C:9]([C:11]3[CH:16]=[CH:15][C:14]([O:17][CH3:18])=[CH:13][CH:12]=3)[O:10][C:6]2=[CH:5][CH:4]=1. The catalyst class is: 3.